Predict the product of the given reaction. From a dataset of Forward reaction prediction with 1.9M reactions from USPTO patents (1976-2016). The product is: [Cl:18][C:15]1[CH:16]=[CH:17][C:12]([C:9]2[CH:10]=[CH:11][C:6]([NH:5][CH2:4][C:3]3[CH:19]=[CH:20][C:21]([C:23]([F:26])([F:25])[F:24])=[CH:22][C:2]=3[C:35]3[CH:36]=[CH:37][C:38]([C:41]([NH:43][CH2:44][CH2:45][C:46]([O:48][CH2:49][CH3:50])=[O:47])=[O:42])=[N:39][CH:40]=3)=[CH:7][CH:8]=2)=[CH:13][CH:14]=1. Given the reactants Br[C:2]1[CH:22]=[C:21]([C:23]([F:26])([F:25])[F:24])[CH:20]=[CH:19][C:3]=1[CH2:4][NH:5][C:6]1[CH:11]=[CH:10][C:9]([C:12]2[CH:17]=[CH:16][C:15]([Cl:18])=[CH:14][CH:13]=2)=[CH:8][CH:7]=1.CC1(C)C(C)(C)OB([C:35]2[CH:36]=[CH:37][C:38]([C:41]([NH:43][CH2:44][CH2:45][C:46]([O:48][CH2:49][CH3:50])=[O:47])=[O:42])=[N:39][CH:40]=2)O1.C([O-])([O-])=O.[K+].[K+].O, predict the reaction product.